Dataset: Reaction yield outcomes from USPTO patents with 853,638 reactions. Task: Predict the reaction yield, written as a fraction of the theoretical maximum amount of product (1.0 means a 100% yield; for example, 0.34 means a 34% yield). (1) The reactants are [CH3:1][C:2]1[CH:12]=[C:11]([CH:13]=[CH2:14])[CH:10]=[CH:9][C:3]=1[C:4]([O:6][CH2:7][CH3:8])=[O:5].Br[CH:16]([C:21]1[CH:26]=[C:25]([Cl:27])[CH:24]=[C:23]([Cl:28])[CH:22]=1)[C:17]([F:20])([F:19])[F:18].N1C=CC=CC=1C1C=CC=CN=1. The catalyst is ClC1C=CC=CC=1Cl.[Cu]Cl. The product is [Cl:27][C:25]1[CH:26]=[C:21]([CH:16]([C:17]([F:20])([F:18])[F:19])/[CH:14]=[CH:13]/[C:11]2[CH:10]=[CH:9][C:3]([C:4]([O:6][CH2:7][CH3:8])=[O:5])=[C:2]([CH3:1])[CH:12]=2)[CH:22]=[C:23]([Cl:28])[CH:24]=1. The yield is 0.400. (2) The catalyst is C(OCC)(=O)C. The reactants are [Cl-].O[NH3+:3].[C:4](=[O:7])([O-])[OH:5].[Na+].CS(C)=O.[CH3:13][C:14]1[N:51]=[C:17]2[N:18]([C:41]3[CH:46]=[CH:45][C:44]([O:47][CH:48]([CH3:50])[CH3:49])=[CH:43][CH:42]=3)[C:19](=[O:40])[C:20]([CH2:25][C:26]3[CH:31]=[CH:30][C:29]([C:32]4[C:33]([C:38]#[N:39])=[CH:34][CH:35]=[CH:36][CH:37]=4)=[CH:28][CH:27]=3)=[C:21]([CH2:22][CH2:23][CH3:24])[N:16]2[N:15]=1. The yield is 0.530. The product is [CH3:13][C:14]1[N:51]=[C:17]2[N:18]([C:41]3[CH:46]=[CH:45][C:44]([O:47][CH:48]([CH3:50])[CH3:49])=[CH:43][CH:42]=3)[C:19](=[O:40])[C:20]([CH2:25][C:26]3[CH:27]=[CH:28][C:29]([C:32]4[CH:37]=[CH:36][CH:35]=[CH:34][C:33]=4[C:38]4[NH:3][C:4](=[O:7])[O:5][N:39]=4)=[CH:30][CH:31]=3)=[C:21]([CH2:22][CH2:23][CH3:24])[N:16]2[N:15]=1. (3) The reactants are [C:1]1([C@H:7]([NH:9][C:10]([C:12]2[CH:17]=[CH:16][C:15]([CH3:18])=[C:14](Br)[CH:13]=2)=[O:11])[CH3:8])[CH:6]=[CH:5][CH:4]=[CH:3][CH:2]=1.[CH3:20][O:21][C:22]1[CH:27]=[CH:26][C:25](B(O)O)=[CH:24][CH:23]=1.C1(C)C=CC=CC=1. The catalyst is C([O-])([O-])=O.[Na+].[Na+].CCOC(C)=O.O.C1C=CC([P]([Pd]([P](C2C=CC=CC=2)(C2C=CC=CC=2)C2C=CC=CC=2)([P](C2C=CC=CC=2)(C2C=CC=CC=2)C2C=CC=CC=2)[P](C2C=CC=CC=2)(C2C=CC=CC=2)C2C=CC=CC=2)(C2C=CC=CC=2)C2C=CC=CC=2)=CC=1. The product is [C:1]1([C@H:7]([NH:9][C:10]([C:12]2[CH:17]=[CH:16][C:15]([CH3:18])=[C:14]([C:25]3[CH:26]=[CH:27][C:22]([O:21][CH3:20])=[CH:23][CH:24]=3)[CH:13]=2)=[O:11])[CH3:8])[CH:6]=[CH:5][CH:4]=[CH:3][CH:2]=1. The yield is 0.920. (4) The yield is 0.600. The catalyst is CN(C=O)C. The product is [OH:1][CH:2]([CH2:3][N:4]1[C:12]2[CH2:11][CH2:10][N:9]([S:13]([CH3:16])(=[O:14])=[O:15])[CH2:8][C:7]=2[C:6]([C:17]2[CH:18]=[CH:19][C:20]([C:28]([F:29])([F:31])[F:30])=[C:21]([S:23][CH2:24][C:25](=[O:26])[N:55]3[CH2:50][CH2:49][CH2:54][CH2:53]3)[CH:22]=2)=[N:5]1)[CH2:32][N:33]1[CH2:34][CH2:35][CH:36]([N:39]2[CH2:43][CH2:42][CH2:41][C:40]2=[O:44])[CH2:37][CH2:38]1. The reactants are [OH:1][CH:2]([CH2:32][N:33]1[CH2:38][CH2:37][CH:36]([N:39]2[CH2:43][CH2:42][CH2:41][C:40]2=[O:44])[CH2:35][CH2:34]1)[CH2:3][N:4]1[C:12]2[CH2:11][CH2:10][N:9]([S:13]([CH3:16])(=[O:15])=[O:14])[CH2:8][C:7]=2[C:6]([C:17]2[CH:18]=[CH:19][C:20]([C:28]([F:31])([F:30])[F:29])=[C:21]([S:23][CH2:24][C:25](O)=[O:26])[CH:22]=2)=[N:5]1.C(Cl)CCl.[CH:49]1[CH:50]=CC2N(O)N=[N:55][C:53]=2[CH:54]=1.N1CCCC1. (5) The reactants are [C:1]([C:5]1[CH:6]=[C:7]([C:11]2([NH:20]C(=O)OC(C)(C)C)[CH2:19][CH2:18][C:17]3[C:13](=[CH:14][NH:15][N:16]=3)[CH2:12]2)[CH:8]=[CH:9][CH:10]=1)([CH3:4])([CH3:3])[CH3:2].Cl. The catalyst is O1CCOCC1. The product is [C:1]([C:5]1[CH:6]=[C:7]([C:11]2([NH2:20])[CH2:19][CH2:18][C:17]3[C:13](=[CH:14][NH:15][N:16]=3)[CH2:12]2)[CH:8]=[CH:9][CH:10]=1)([CH3:4])([CH3:2])[CH3:3]. The yield is 0.960. (6) The reactants are C([O:3][CH3:4])=O.[CH2:5]([N:7](CC)CC)C.C(=O)C1C=[CH:17][C:16]([O:19][CH3:20])=[CH:15]C=1. No catalyst specified. The product is [CH3:20][O:19][C:16]([CH3:15])([CH3:17])[CH2:5][NH:7][CH:4]=[O:3]. The yield is 0.980. (7) The reactants are [OH:1][CH:2]1[C:11]2[N:10]=[CH:9][CH:8]=[CH:7][C:6]=2[CH2:5][CH2:4][CH2:3]1. The catalyst is C(Cl)Cl.O=[Mn]=O. The product is [N:10]1[C:11]2[C:2](=[O:1])[CH2:3][CH2:4][CH2:5][C:6]=2[CH:7]=[CH:8][CH:9]=1. The yield is 0.820.